Dataset: Forward reaction prediction with 1.9M reactions from USPTO patents (1976-2016). Task: Predict the product of the given reaction. The product is: [F:10][C:9]([F:12])([F:11])[C:7](=[O:6])[CH2:8][C:3](=[O:2])[CH2:4][C:14]([O:18][CH3:17])=[O:15]. Given the reactants C[O:2][C:3]1[CH:8]=[C:7]([C:9]([F:12])([F:11])[F:10])[O:6]C(=O)[CH:4]=1.[CH3:14][O-:15].[Mg+2].[CH3:17][O-:18].Cl, predict the reaction product.